The task is: Predict which catalyst facilitates the given reaction.. This data is from Catalyst prediction with 721,799 reactions and 888 catalyst types from USPTO. (1) Reactant: [F:1][C:2]1[CH:3]=[CH:4][C:5]2[S:11][C:10]3[CH:12]=[CH:13][CH:14]=[CH:15][C:9]=3[N:8]=[C:7]([N:16]3[CH2:21][CH2:20][NH:19][CH2:18][CH2:17]3)[C:6]=2[CH:22]=1.C(N(CC)CC)C.[C:30](Cl)(=[O:32])[CH3:31]. Product: [F:1][C:2]1[CH:3]=[CH:4][C:5]2[S:11][C:10]3[CH:12]=[CH:13][CH:14]=[CH:15][C:9]=3[N:8]=[C:7]([N:16]3[CH2:21][CH2:20][N:19]([C:30](=[O:32])[CH3:31])[CH2:18][CH2:17]3)[C:6]=2[CH:22]=1. The catalyst class is: 2. (2) Reactant: C(OC([NH:11][C@@H:12]([CH:22]([CH3:25])[CH2:23][CH3:24])[CH2:13][NH:14][C:15](=[O:21])[O:16][C:17]([CH3:20])([CH3:19])[CH3:18])=O)C1C=CC=CC=1. The catalyst class is: 45. Product: [NH2:11][C@@H:12]([CH:22]([CH3:25])[CH2:23][CH3:24])[CH2:13][NH:14][C:15](=[O:21])[O:16][C:17]([CH3:18])([CH3:19])[CH3:20]. (3) Reactant: [F:1][C:2]1[CH:7]=[CH:6][C:5]([CH:8]2[O:12]C(=O)[N:10]([CH2:14][C:15]3[C:24]4[C:19](=[CH:20][CH:21]=[CH:22][CH:23]=4)[CH:18]=[CH:17][CH:16]=3)[CH:9]2[CH2:25][C:26]2[CH:31]=[CH:30][C:29]([C:32]([F:35])([F:34])[F:33])=[CH:28][CH:27]=2)=[CH:4][CH:3]=1.[OH-].[Na+]. Product: [F:1][C:2]1[CH:7]=[CH:6][C:5]([CH:8]([OH:12])[CH:9]([NH:10][CH2:14][C:15]2[C:24]3[C:19](=[CH:20][CH:21]=[CH:22][CH:23]=3)[CH:18]=[CH:17][CH:16]=2)[CH2:25][C:26]2[CH:31]=[CH:30][C:29]([C:32]([F:35])([F:34])[F:33])=[CH:28][CH:27]=2)=[CH:4][CH:3]=1. The catalyst class is: 40. (4) Reactant: [C:1]([C:5]1[N:10]=[C:9]([CH:11]2[CH2:14][CH2:13][CH2:12]2)[CH:8]=[C:7]([N:15]2[CH2:20][CH2:19][NH:18][CH2:17][CH2:16]2)[N:6]=1)([CH3:4])([CH3:3])[CH3:2].C(N(CC)CC)C.[I-].[Na+].[C:30]([O:33][CH2:34][C@@H:35]([CH3:38])[CH2:36]Br)(=[O:32])[CH3:31]. Product: [C:1]([C:5]1[N:6]=[C:7]([N:15]2[CH2:20][CH2:19][N:18]([CH2:36][C@H:35]([CH3:38])[CH2:34][O:33][C:30](=[O:32])[CH3:31])[CH2:17][CH2:16]2)[CH:8]=[C:9]([CH:11]2[CH2:12][CH2:13][CH2:14]2)[N:10]=1)([CH3:4])([CH3:2])[CH3:3]. The catalyst class is: 9.